This data is from Forward reaction prediction with 1.9M reactions from USPTO patents (1976-2016). The task is: Predict the product of the given reaction. (1) Given the reactants [CH3:1][S-:2].[Na+].[C:4]([O:8][C:9]([CH:11]1[CH2:16][CH2:15][N:14]([C:17]2[C:27]([Cl:28])=[CH:26][C:20]([C:21]([O:23][CH2:24][CH3:25])=[O:22])=[C:19](Cl)[N:18]=2)[CH2:13][CH2:12]1)=[O:10])([CH3:7])([CH3:6])[CH3:5], predict the reaction product. The product is: [C:4]([O:8][C:9]([CH:11]1[CH2:16][CH2:15][N:14]([C:17]2[C:27]([Cl:28])=[CH:26][C:20]([C:21]([O:23][CH2:24][CH3:25])=[O:22])=[C:19]([S:2][CH3:1])[N:18]=2)[CH2:13][CH2:12]1)=[O:10])([CH3:7])([CH3:6])[CH3:5]. (2) Given the reactants [NH2:1][C:2]1[CH:3]=[CH:4][CH:5]=[C:6]2[C:10]=1[NH:9][C:8]([C:11]([O:13][CH2:14][CH3:15])=[O:12])=[CH:7]2.[F:16][C:17]([F:29])([F:28])[C:18]1[CH:23]=[CH:22][CH:21]=[CH:20][C:19]=1[S:24](Cl)(=[O:26])=[O:25], predict the reaction product. The product is: [F:29][C:17]([F:16])([F:28])[C:18]1[CH:23]=[CH:22][CH:21]=[CH:20][C:19]=1[S:24]([NH:1][C:2]1[CH:3]=[CH:4][CH:5]=[C:6]2[C:10]=1[NH:9][C:8]([C:11]([O:13][CH2:14][CH3:15])=[O:12])=[CH:7]2)(=[O:25])=[O:26]. (3) Given the reactants Br[C:2]1[C:3]([O:8][CH:9]2[CH2:12][CH:11]([NH:13][S:14]([C:17]3[CH:22]=[CH:21][C:20]([CH3:23])=[CH:19][CH:18]=3)(=[O:16])=[O:15])[CH2:10]2)=[N:4][CH:5]=[CH:6][CH:7]=1.CC1(C)C(C)(C)OB([C:32]2[CH2:37][CH2:36][N:35]([C:38]([O:40][C:41]([CH3:44])([CH3:43])[CH3:42])=[O:39])[CH2:34][CH:33]=2)O1, predict the reaction product. The product is: [CH3:23][C:20]1[CH:21]=[CH:22][C:17]([S:14]([NH:13][CH:11]2[CH2:12][CH:9]([O:8][C:3]3[C:2]([C:32]4[CH2:37][CH2:36][N:35]([C:38]([O:40][C:41]([CH3:44])([CH3:43])[CH3:42])=[O:39])[CH2:34][CH:33]=4)=[CH:7][CH:6]=[CH:5][N:4]=3)[CH2:10]2)(=[O:16])=[O:15])=[CH:18][CH:19]=1. (4) Given the reactants [NH2:1][C:2]1[CH:9]=[CH:8][C:5]([C:6]#[N:7])=[C:4]([CH3:10])[CH:3]=1.[C:11](Cl)(Cl)=[S:12].O, predict the reaction product. The product is: [N:1]([C:2]1[CH:9]=[CH:8][C:5]([C:6]#[N:7])=[C:4]([CH3:10])[CH:3]=1)=[C:11]=[S:12]. (5) The product is: [F:19][C:17]1[CH:18]=[CH:13][C:14]([N+:20]([O-:22])=[O:21])=[C:15]([O:11][CH2:7][C:8]([CH3:9])=[CH2:10])[CH:16]=1. Given the reactants CC(C)([O-])C.[K+].[CH2:7]([OH:11])[C:8](=[CH2:10])[CH3:9].F[C:13]1[CH:18]=[C:17]([F:19])[CH:16]=[CH:15][C:14]=1[N+:20]([O-:22])=[O:21].O, predict the reaction product.